Dataset: Full USPTO retrosynthesis dataset with 1.9M reactions from patents (1976-2016). Task: Predict the reactants needed to synthesize the given product. (1) Given the product [Br:3][C:4]1[CH:9]=[CH:8][C:7]([CH2:10][Br:12])=[CH:6][C:5]=1[F:11], predict the reactants needed to synthesize it. The reactants are: N#N.[Br:3][C:4]1[CH:9]=[CH:8][C:7]([CH3:10])=[CH:6][C:5]=1[F:11].[Br:12]N1C(=O)CCC1=O.C(OOC(=O)C1C=CC=CC=1)(=O)C1C=CC=CC=1. (2) Given the product [C:1]([O:5][C:6](=[O:18])[NH:7][C:8]([C:11]1[CH:16]=[CH:15][CH:14]=[C:13]([CH:19]2[CH2:21][CH2:20]2)[N:12]=1)([CH3:10])[CH3:9])([CH3:4])([CH3:3])[CH3:2], predict the reactants needed to synthesize it. The reactants are: [C:1]([O:5][C:6](=[O:18])[NH:7][C:8]([C:11]1[CH:16]=[CH:15][CH:14]=[C:13](Br)[N:12]=1)([CH3:10])[CH3:9])([CH3:4])([CH3:3])[CH3:2].[CH:19]1(B(O)O)[CH2:21][CH2:20]1.P([O-])([O-])([O-])=O.[K+].[K+].[K+].C1(P(C2CCCCC2)C2CCCCC2)CCCCC1. (3) Given the product [CH3:33][S:34]([OH:37])(=[O:36])=[O:35].[CH2:1]([O:3][C:4]1[CH:9]=[CH:8][CH:7]=[CH:6][C:5]=1[CH2:10][CH2:11][NH:12][C:13]1[S:14]/[C:15](=[CH:19]\[C:20]2[CH:21]=[C:22]3[C:27](=[CH:28][CH:29]=2)[N:26]=[CH:25][CH:24]=[C:23]3[O:30][CH2:31][CH3:32])/[C:16](=[O:18])[N:17]=1)[CH3:2], predict the reactants needed to synthesize it. The reactants are: [CH2:1]([O:3][C:4]1[CH:9]=[CH:8][CH:7]=[CH:6][C:5]=1[CH2:10][CH2:11][NH:12][C:13]1[S:14]/[C:15](=[CH:19]\[C:20]2[CH:21]=[C:22]3[C:27](=[CH:28][CH:29]=2)[N:26]=[CH:25][CH:24]=[C:23]3[O:30][CH2:31][CH3:32])/[C:16](=[O:18])[N:17]=1)[CH3:2].[CH3:33][S:34]([OH:37])(=[O:36])=[O:35].COC(C)(C)C.